Task: Predict the product of the given reaction.. Dataset: Forward reaction prediction with 1.9M reactions from USPTO patents (1976-2016) (1) Given the reactants [Cl:1][C:2]1[CH:7]=[CH:6][C:5]([CH:8]([C:10]2[CH:15]=[CH:14][CH:13]=[CH:12][N:11]=2)[NH2:9])=[C:4]([CH3:16])[CH:3]=1.[Br:17][C:18]1[O:19][C:20]2[CH:26]=[CH:25][C:24]([CH2:27][C:28](O)=[O:29])=[CH:23][C:21]=2[CH:22]=1.C(OCC#N)(C)C, predict the reaction product. The product is: [Br:17][C:18]1[O:19][C:20]2[CH:26]=[CH:25][C:24]([CH2:27][C:28]([NH:9][CH:8]([C:5]3[CH:6]=[CH:7][C:2]([Cl:1])=[CH:3][C:4]=3[CH3:16])[C:10]3[CH:15]=[CH:14][CH:13]=[CH:12][N:11]=3)=[O:29])=[CH:23][C:21]=2[CH:22]=1. (2) Given the reactants [F:1][C:2]1[CH:22]=[C:21]([F:23])[CH:20]=[CH:19][C:3]=1[CH2:4][N:5]1[C:9]2=[CH:10][N:11]=[C:12]([C:14]([OH:16])=O)[CH:13]=[C:8]2[C:7]([CH2:17][OH:18])=[CH:6]1.FC1C=C(F)C=CC=1CN1C2=CN=C(C(OCC)=O)C=C2C(CO)=C1.C(OCC1C2C(=CN=C([C:67]([NH:69][OH:70])=O)C=2)N(CC2C=CC(F)=CC=2F)C=1)C1C=CC=CC=1.Cl.CNO, predict the reaction product. The product is: [F:1][C:2]1[CH:22]=[C:21]([F:23])[CH:20]=[CH:19][C:3]=1[CH2:4][N:5]1[C:9]2=[CH:10][N:11]=[C:12]([C:14]([N:69]([OH:70])[CH3:67])=[O:16])[CH:13]=[C:8]2[C:7]([CH2:17][OH:18])=[CH:6]1. (3) Given the reactants [F-].[Cs+].[Cl:3][C:4]1[CH:9]=[C:8]([S:10][Si](C(C)C)(C(C)C)C(C)C)[CH:7]=[CH:6][C:5]=1[NH:21][C:22](=[O:30])[C@:23]([OH:29])([CH3:28])[C:24]([F:27])([F:26])[F:25].Br[C:32]1[CH:33]=[N:34][CH:35]=[C:36]([C:38]([O:40][CH2:41][CH3:42])=[O:39])[CH:37]=1.C(OCC)(=O)C, predict the reaction product. The product is: [Cl:3][C:4]1[CH:9]=[C:8]([S:10][C:32]2[CH:33]=[N:34][CH:35]=[C:36]([C:38]([O:40][CH2:41][CH3:42])=[O:39])[CH:37]=2)[CH:7]=[CH:6][C:5]=1[NH:21][C:22](=[O:30])[C@:23]([OH:29])([CH3:28])[C:24]([F:25])([F:26])[F:27]. (4) Given the reactants [CH3:1][O:2][C:3]1[CH:13]=[CH:12][C:6]([C:7]([O:9][CH2:10][CH3:11])=[O:8])=[C:5]([CH3:14])[CH:4]=1.[Br:15]N1C(=O)CCC1=O.C(OOC(=O)C1C=CC=CC=1)(=O)C1C=CC=CC=1, predict the reaction product. The product is: [Br:15][CH2:14][C:5]1[CH:4]=[C:3]([O:2][CH3:1])[CH:13]=[CH:12][C:6]=1[C:7]([O:9][CH2:10][CH3:11])=[O:8].